From a dataset of Forward reaction prediction with 1.9M reactions from USPTO patents (1976-2016). Predict the product of the given reaction. Given the reactants C([N:8]1[C:15]2[CH:16]=[C:17]([CH2:20][C:21]3[CH:22]=[C:23]([C@H:28]4[C@H:33]([OH:34])[C@@H:32]([OH:35])[C@H:31]([OH:36])[C@@H:30]([CH2:37][OH:38])[O:29]4)[CH:24]=[CH:25][C:26]=3[Cl:27])[CH:18]=[CH:19][C:14]=2[O:13][C:10]2([CH2:12][CH2:11]2)[CH2:9]1)C1C=CC=CC=1.C(OCC)(=O)C.Cl, predict the reaction product. The product is: [Cl:27][C:26]1[CH:25]=[CH:24][C:23]([C@H:28]2[C@H:33]([OH:34])[C@@H:32]([OH:35])[C@H:31]([OH:36])[C@@H:30]([CH2:37][OH:38])[O:29]2)=[CH:22][C:21]=1[CH2:20][C:17]1[CH:18]=[CH:19][C:14]2[O:13][C:10]3([CH2:12][CH2:11]3)[CH2:9][NH:8][C:15]=2[CH:16]=1.